The task is: Predict which catalyst facilitates the given reaction.. This data is from Catalyst prediction with 721,799 reactions and 888 catalyst types from USPTO. (1) Reactant: [F:1][C:2]1([F:18])[CH2:7][CH2:6][CH:5]([NH:8][C:9]2[N:17]=[CH:16][CH:15]=[CH:14][C:10]=2[C:11]([OH:13])=O)[CH2:4][CH2:3]1.CCN=C=NCCCN(C)C.C1C=CC2N(O)N=NC=2C=1.CCN(C(C)C)C(C)C.[CH3:49][C:50]([NH2:54])([C:52]#[CH:53])[CH3:51]. Product: [F:18][C:2]1([F:1])[CH2:3][CH2:4][CH:5]([NH:8][C:9]2[N:17]=[CH:16][CH:15]=[CH:14][C:10]=2[C:11]([NH:54][C:50]([CH3:51])([C:52]#[CH:53])[CH3:49])=[O:13])[CH2:6][CH2:7]1. The catalyst class is: 2. (2) Reactant: [Si:1]([O:18][CH:19]1[CH2:22][N:21]([C:23]2[S:24][CH:25]=[C:26]([CH2:28]O)[N:27]=2)[CH2:20]1)([C:14]([CH3:17])([CH3:16])[CH3:15])([C:8]1[CH:13]=[CH:12][CH:11]=[CH:10][CH:9]=1)[C:2]1[CH:7]=[CH:6][CH:5]=[CH:4][CH:3]=1.[C:30]1(=[O:36])[NH:34][C:33](=[O:35])[CH2:32][CH2:31]1.C1(P(C2C=CC=CC=2)C2C=CC=CC=2)C=CC=CC=1.N(C(OCC)=O)=NC(OCC)=O.C1(C)C=CC=CC=1. Product: [Si:1]([O:18][CH:19]1[CH2:20][N:21]([C:23]2[S:24][CH:25]=[C:26]([CH2:28][N:34]3[C:30](=[O:36])[CH2:31][CH2:32][C:33]3=[O:35])[N:27]=2)[CH2:22]1)([C:14]([CH3:17])([CH3:16])[CH3:15])([C:2]1[CH:7]=[CH:6][CH:5]=[CH:4][CH:3]=1)[C:8]1[CH:13]=[CH:12][CH:11]=[CH:10][CH:9]=1. The catalyst class is: 7. (3) The catalyst class is: 46. Reactant: [CH2:1]([Zn]CC)C.C(=O)=O.CC(C)=O.ICI.[CH2:16]=[C:17]1[CH2:20][CH:19]([NH:21][C:22](=[O:28])[O:23][C:24]([CH3:27])([CH3:26])[CH3:25])[CH2:18]1. Product: [CH2:1]1[C:17]2([CH2:18][CH:19]([NH:21][C:22](=[O:28])[O:23][C:24]([CH3:25])([CH3:27])[CH3:26])[CH2:20]2)[CH2:16]1. (4) The catalyst class is: 12. Reactant: [C:1]([O:5][C:6]([NH:8][C:9]1[S:10][CH:11]=[C:12]([C:14](=[O:18])[C:15]([OH:17])=[O:16])[N:13]=1)=[O:7])([CH3:4])([CH3:3])[CH3:2].C1C(=O)N([Cl:26])C(=O)C1. Product: [C:1]([O:5][C:6]([NH:8][C:9]1[S:10][C:11]([Cl:26])=[C:12]([C:14](=[O:18])[C:15]([OH:17])=[O:16])[N:13]=1)=[O:7])([CH3:4])([CH3:2])[CH3:3].